From a dataset of Catalyst prediction with 721,799 reactions and 888 catalyst types from USPTO. Predict which catalyst facilitates the given reaction. (1) Reactant: C(O)(=O)C.O[C@@H]([C@H]1C(=O)N2C(C([O-])=O)=C(C3SC4=C(C(=O)CC)N=CN4C=3)[C@H](C)[C@H]12)C.[Na+].[Si]([O:40][CH2:41][CH2:42][N:43]([CH3:80])[S:44]([C:47]1[N:48]=[CH:49][N:50]2[CH:54]=[C:53]([C:55]3[C@H:56]([CH3:79])[C@@H:57]4[C@@H:74]([C@H:75]([OH:77])[CH3:76])[C:73](=[O:78])[N:58]4[C:59]=3[C:60]([O:62][CH2:63][C:64]3[CH:69]=[CH:68][C:67]([N+:70]([O-:72])=[O:71])=[CH:66][CH:65]=3)=[O:61])[S:52][C:51]=12)(=[O:46])=[O:45])(C(C)(C)C)(C)C.C(=O)([O-])O.[Na+]. Product: [OH:77][C@@H:75]([C@H:74]1[C:73](=[O:78])[N:58]2[C:59]([C:60]([O:62][CH2:63][C:64]3[CH:65]=[CH:66][C:67]([N+:70]([O-:72])=[O:71])=[CH:68][CH:69]=3)=[O:61])=[C:55]([C:53]3[S:52][C:51]4=[C:47]([S:44](=[O:45])(=[O:46])[N:43]([CH2:42][CH2:41][OH:40])[CH3:80])[N:48]=[CH:49][N:50]4[CH:54]=3)[C@H:56]([CH3:79])[C@H:57]12)[CH3:76]. The catalyst class is: 1. (2) Reactant: [CH:1]1([N:4]([CH2:35][C:36]2[CH:41]=[CH:40][CH:39]=[C:38]([CH3:42])[C:37]=2[CH3:43])[C:5]([CH:7]2[C@@H:12]([NH:13][C:14](=[O:34])[C:15]3[CH:20]=[CH:19][C:18]([O:21][CH2:22][CH2:23][O:24][C:25]4[C:30]([Cl:31])=[CH:29][C:28]([CH3:32])=[CH:27][C:26]=4[Cl:33])=[CH:17][CH:16]=3)[CH2:11][CH2:10][NH:9][CH2:8]2)=[O:6])[CH2:3][CH2:2]1.[CH3:44][S:45](Cl)(=[O:47])=[O:46]. Product: [CH3:44][S:45]([OH:47])(=[O:6])=[O:46].[CH:1]1([N:4]([CH2:35][C:36]2[CH:41]=[CH:40][CH:39]=[C:38]([CH3:42])[C:37]=2[CH3:43])[C:5]([CH:7]2[C@@H:12]([NH:13][C:14](=[O:34])[C:15]3[CH:20]=[CH:19][C:18]([O:21][CH2:22][CH2:23][O:24][C:25]4[C:26]([Cl:33])=[CH:27][C:28]([CH3:32])=[CH:29][C:30]=4[Cl:31])=[CH:17][CH:16]=3)[CH2:11][CH2:10][NH:9][CH2:8]2)=[O:6])[CH2:3][CH2:2]1. The catalyst class is: 2. (3) Reactant: [S:1]1[CH2:5][C:4](=[O:6])[NH:3][C:2]1=[O:7].[Li][CH2:9]CCC.[CH3:13][O:14][C:15]1[CH:22]=[CH:21][C:18]([CH2:19]Br)=[CH:17][C:16]=1[C:23]1[C:32]([CH3:33])=[CH:31][C:30]2[C:29]([CH3:35])([CH3:34])[CH2:28][CH:27](C)[CH:26]([CH3:37])[C:25]=2[CH:24]=1.Cl. Product: [CH3:13][O:14][C:15]1[CH:22]=[CH:21][C:18]([CH2:19][CH:5]2[S:1][C:2](=[O:7])[NH:3][C:4]2=[O:6])=[CH:17][C:16]=1[C:23]1[C:32]([CH3:33])=[CH:31][C:30]2[C:29]([CH3:35])([CH3:34])[CH2:28][CH2:27][C:26]([CH3:37])([CH3:9])[C:25]=2[CH:24]=1. The catalyst class is: 56. (4) Reactant: [NH:1]1[CH2:6][CH2:5][O:4][CH2:3][CH2:2]1.C(O[BH-](OC(=O)C)OC(=O)C)(=O)C.[F:20][C:21]1[CH:26]=[CH:25][C:24]([NH:27][C:28]([NH:30][C:31]2[CH:36]=[CH:35][C:34]([O:37][C:38]3[C:39]4[CH:46]=[C:45]([CH:47]=O)[NH:44][C:40]=4[N:41]=[CH:42][N:43]=3)=[CH:33][CH:32]=2)=[O:29])=[CH:23][CH:22]=1. Product: [F:20][C:21]1[CH:26]=[CH:25][C:24]([NH:27][C:28]([NH:30][C:31]2[CH:32]=[CH:33][C:34]([O:37][C:38]3[C:39]4[CH:46]=[C:45]([CH2:47][N:1]5[CH2:6][CH2:5][O:4][CH2:3][CH2:2]5)[NH:44][C:40]=4[N:41]=[CH:42][N:43]=3)=[CH:35][CH:36]=2)=[O:29])=[CH:23][CH:22]=1. The catalyst class is: 7. (5) Product: [ClH:39].[CH3:1][C:2]1[C:7]([O:8][C:9]2[C:10]([NH:22][C:23]3[S:27][N:26]=[C:25]([C@H:28]([OH:29])[CH2:32][OH:31])[N:24]=3)=[N:11][CH:12]=[C:13]([S:15][C:16]3[CH:21]=[CH:20][CH:19]=[CH:18][N:17]=3)[CH:14]=2)=[CH:6][CH:5]=[C:4]([CH3:38])[N:3]=1. Reactant: [CH3:1][C:2]1[C:7]([O:8][C:9]2[C:10]([NH:22][C:23]3[S:27][N:26]=[C:25]([C@H:28]4[CH2:32][O:31]C5(CCCCC5)[O:29]4)[N:24]=3)=[N:11][CH:12]=[C:13]([S:15][C:16]3[CH:21]=[CH:20][CH:19]=[CH:18][N:17]=3)[CH:14]=2)=[CH:6][CH:5]=[C:4]([CH3:38])[N:3]=1.[ClH:39]. The catalyst class is: 8. (6) Reactant: [O:1]1[CH:5]=[CH:4][C:3]([C:6]2[CH:11]=[CH:10][C:9]([NH2:12])=[CH:8][CH:7]=2)=[N:2]1.ClCCl.Cl[C:17]([O:19][CH2:20][C:21]1[CH:26]=[CH:25][CH:24]=[CH:23][CH:22]=1)=[O:18]. Product: [O:1]1[CH:5]=[CH:4][C:3]([C:6]2[CH:11]=[CH:10][C:9]([NH:12][C:17](=[O:18])[O:19][CH2:20][C:21]3[CH:26]=[CH:25][CH:24]=[CH:23][CH:22]=3)=[CH:8][CH:7]=2)=[N:2]1. The catalyst class is: 17. (7) Product: [ClH:1].[Cl:1][C:2]1[CH:3]=[CH:4][C:5]([C:31]([O:33][CH2:34][CH3:35])=[O:32])=[C:6]([CH:30]=1)[O:7][C@H:8]1[CH2:17][CH2:16][C@@H:15]2[C@H:10]([CH2:11][C@@H:12]([C:25]([O:27][CH2:28][CH3:29])=[O:26])[NH:13][CH2:14]2)[CH2:9]1. Reactant: [Cl:1][C:2]1[CH:3]=[CH:4][C:5]([C:31]([O:33][CH2:34][CH3:35])=[O:32])=[C:6]([CH:30]=1)[O:7][C@H:8]1[CH2:17][CH2:16][C@@H:15]2[C@H:10]([CH2:11][C@@H:12]([C:25]([O:27][CH2:28][CH3:29])=[O:26])[N:13](C(OC(C)(C)C)=O)[CH2:14]2)[CH2:9]1.Cl. The catalyst class is: 13. (8) Reactant: [N:1]12[CH2:8][CH2:7][CH:4]([CH2:5][CH2:6]1)[C@@H:3]([NH:9][CH2:10][C:11]1[C:19]3[C:18]([C:20]([O:22]C)=[O:21])=[CH:17][CH:16]=[CH:15][C:14]=3[NH:13][N:12]=1)[CH2:2]2.O.O.[OH-].[Li+:27]. Product: [N:1]12[CH2:6][CH2:5][CH:4]([CH2:7][CH2:8]1)[C@@H:3]([NH:9][CH2:10][C:11]1[C:19]3[C:18]([C:20]([O-:22])=[O:21])=[CH:17][CH:16]=[CH:15][C:14]=3[NH:13][N:12]=1)[CH2:2]2.[Li+:27]. The catalyst class is: 1. (9) Reactant: [CH3:1][C:2]1[S:3][CH:4]=[C:5]([CH2:7][CH2:8][OH:9])[N:6]=1.C(N(CC)CC)C.[C:17]1([CH3:27])[CH:22]=[CH:21][C:20]([S:23](Cl)(=[O:25])=[O:24])=[CH:19][CH:18]=1. Product: [CH3:27][C:17]1[CH:22]=[CH:21][C:20]([S:23]([O:9][CH2:8][CH2:7][C:5]2[N:6]=[C:2]([CH3:1])[S:3][CH:4]=2)(=[O:25])=[O:24])=[CH:19][CH:18]=1. The catalyst class is: 864. (10) Reactant: [Cl:1][C:2]1[CH:3]=[C:4]([C@H:9]([O:23][CH2:24][C:25]#[N:26])[C@@H:10]2[CH2:15][CH2:14][CH2:13][N:12]([C:16]([O:18][C:19]([CH3:22])([CH3:21])[CH3:20])=[O:17])[CH2:11]2)[CH:5]=[CH:6][C:7]=1[F:8].S(C)C.CO. Product: [NH2:26][CH2:25][CH2:24][O:23][C@@H:9]([C:4]1[CH:5]=[CH:6][C:7]([F:8])=[C:2]([Cl:1])[CH:3]=1)[C@@H:10]1[CH2:15][CH2:14][CH2:13][N:12]([C:16]([O:18][C:19]([CH3:22])([CH3:21])[CH3:20])=[O:17])[CH2:11]1. The catalyst class is: 1.